This data is from Reaction yield outcomes from USPTO patents with 853,638 reactions. The task is: Predict the reaction yield, written as a fraction of the theoretical maximum amount of product (1.0 means a 100% yield; for example, 0.34 means a 34% yield). (1) The reactants are FC(F)(F)C1C=C(NC(=O)NC2C=CC(C3SC(CCC(OC)=O)=NC=3)=CC=2)C=CC=1.[CH3:32][S:33]([N:36]1[CH2:41][CH2:40][CH:39]([C:42]2[S:43][C:44]([C:47]3[CH:53]=[CH:52][C:50]([NH2:51])=[CH:49][CH:48]=3)=[CH:45][N:46]=2)[CH2:38][CH2:37]1)(=[O:35])=[O:34].[F:54][C:55]1[CH:60]=[C:59]([F:61])[CH:58]=[CH:57][C:56]=1[N:62]=[C:63]=[O:64]. No catalyst specified. The product is [F:54][C:55]1[CH:60]=[C:59]([F:61])[CH:58]=[CH:57][C:56]=1[NH:62][C:63]([NH:51][C:50]1[CH:49]=[CH:48][C:47]([C:44]2[S:43][C:42]([CH:39]3[CH2:40][CH2:41][N:36]([S:33]([CH3:32])(=[O:35])=[O:34])[CH2:37][CH2:38]3)=[N:46][CH:45]=2)=[CH:53][CH:52]=1)=[O:64]. The yield is 0.750. (2) The reactants are [S:1]1[CH:5]=[CH:4][C:3]([C:6]2[CH:11]=[CH:10][C:9]([CH:12]([CH3:15])[C:13]#[N:14])=[CH:8][N:7]=2)=[CH:2]1.Cl.C(N(CC)CC)C.[CH:24]([S:27](Cl)(=[O:29])=[O:28])([CH3:26])[CH3:25]. The catalyst is C1COCC1.CO. The product is [S:1]1[CH:5]=[CH:4][C:3]([C:6]2[CH:11]=[CH:10][C:9]([CH:12]([CH3:15])[CH2:13][NH:14][S:27]([CH:24]([CH3:26])[CH3:25])(=[O:29])=[O:28])=[CH:8][N:7]=2)=[CH:2]1. The yield is 0.0700.